Dataset: Forward reaction prediction with 1.9M reactions from USPTO patents (1976-2016). Task: Predict the product of the given reaction. (1) Given the reactants [CH2:1]([N:8]([CH2:13][C:14]([OH:16])=O)[CH2:9][C:10]([OH:12])=O)[C:2]1[CH:7]=[CH:6][CH:5]=[CH:4][CH:3]=1.C(OC(=O)C)(=O)C.[CH:24]1[CH:29]=[CH:28][C:27]([CH2:30][CH2:31][NH2:32])=[CH:26][CH:25]=1.C(OC(C)C)(=O)C.C([O-])(=O)C.[Na+].C(=O)([O-])[O-].[K+].[K+], predict the reaction product. The product is: [CH2:1]([N:8]1[CH2:9][C:10](=[O:12])[N:32]([CH2:31][CH2:30][C:27]2[CH:28]=[CH:29][CH:24]=[CH:25][CH:26]=2)[C:14](=[O:16])[CH2:13]1)[C:2]1[CH:3]=[CH:4][CH:5]=[CH:6][CH:7]=1. (2) Given the reactants [CH:1]([C:3]1[CH:4]=[C:5]([S:19]([NH2:22])(=[O:21])=[O:20])[CH:6]=[C:7]([C:11]2[CH:16]=[CH:15][CH:14]=[CH:13][C:12]=2[O:17][CH3:18])[C:8]=1[O:9][CH3:10])=[O:2].[C:23]1([CH2:29][CH2:30][C:31](Cl)=[O:32])[CH:28]=[CH:27][CH:26]=[CH:25][CH:24]=1, predict the reaction product. The product is: [CH:1]([C:3]1[CH:4]=[C:5]([S:19]([NH:22][C:31](=[O:32])[CH2:30][CH2:29][C:23]2[CH:28]=[CH:27][CH:26]=[CH:25][CH:24]=2)(=[O:21])=[O:20])[CH:6]=[C:7]([C:11]2[CH:16]=[CH:15][CH:14]=[CH:13][C:12]=2[O:17][CH3:18])[C:8]=1[O:9][CH3:10])=[O:2]. (3) Given the reactants CC([O-])(C)C.[K+].[CH3:7][N:8]([CH3:40])[C:9]1[S:10][C@H:11]2[O:17][C@H:16]([CH:18]=O)[C@@H:15]([O:20][CH2:21][C:22]3[CH:27]=[CH:26][C:25]([O:28][CH3:29])=[CH:24][CH:23]=3)[C@H:14]([O:30][CH2:31][C:32]3[CH:37]=[CH:36][C:35]([O:38][CH3:39])=[CH:34][CH:33]=3)[C@H:12]2[N:13]=1.C1[CH2:45][O:44][CH2:43]C1, predict the reaction product. The product is: [CH3:29][O:28][C:25]1[CH:26]=[CH:27][C:22]([CH2:21][O:20][C@@H:15]2[C@@H:16](/[CH:18]=[CH:43]/[O:44][CH3:45])[O:17][C@H:11]3[C@H:12]([N:13]=[C:9]([N:8]([CH3:40])[CH3:7])[S:10]3)[C@H:14]2[O:30][CH2:31][C:32]2[CH:33]=[CH:34][C:35]([O:38][CH3:39])=[CH:36][CH:37]=2)=[CH:23][CH:24]=1.